This data is from Forward reaction prediction with 1.9M reactions from USPTO patents (1976-2016). The task is: Predict the product of the given reaction. (1) Given the reactants Br[C:2]1[C:11]2[C:6](=[CH:7][CH:8]=[CH:9][CH:10]=2)[CH:5]=[N:4][C:3]=1[CH3:12].[CH3:13][O:14][C:15](=[O:33])[C:16]1[CH:21]=[CH:20][C:19]([C:22]#[N:23])=[C:18](B2OC(C)(C)C(C)(C)O2)[CH:17]=1.[O-]P([O-])([O-])=O.[K+].[K+].[K+].O1CCOCC1, predict the reaction product. The product is: [CH3:13][O:14][C:15](=[O:33])[C:16]1[CH:21]=[CH:20][C:19]([C:22]#[N:23])=[C:18]([C:2]2[C:11]3[C:6](=[CH:7][CH:8]=[CH:9][CH:10]=3)[CH:5]=[N:4][C:3]=2[CH3:12])[CH:17]=1. (2) Given the reactants [CH3:1][O:2][C:3]1[CH:4]=[CH:5][C:6]2[O:10][C:9]([CH:11]=[O:12])=[C:8]([CH3:13])[C:7]=2[CH:14]=1.[CH2:15]([Mg]Br)[CH:16]([CH3:18])[CH3:17].[Cl-].[NH4+], predict the reaction product. The product is: [CH3:1][O:2][C:3]1[CH:4]=[CH:5][C:6]2[O:10][C:9]([CH:11]([OH:12])[CH2:15][CH:16]([CH3:18])[CH3:17])=[C:8]([CH3:13])[C:7]=2[CH:14]=1. (3) The product is: [NH2:29][C:9]1[CH:13]=[CH:14][C:6]([C:3]2([C:1]#[N:2])[CH2:5][CH2:4]2)=[CH:7][CH:8]=1. Given the reactants [C:1]([C:3]1([C:6]2[CH:14]=[CH:13][C:9](C(O)=O)=[CH:8][CH:7]=2)[CH2:5][CH2:4]1)#[N:2].C1(P([N:29]=[N+]=[N-])(C2C=CC=CC=2)=O)C=CC=CC=1.C(N(CC)CC)C, predict the reaction product. (4) Given the reactants C(O)(C(F)(F)F)=O.[CH3:8][O:9][C:10]1[N:15]=[CH:14][C:13]([NH:16][CH2:17][CH2:18][C:19]2[CH:24]=[CH:23][C:22]([C:25]([F:28])([F:27])[F:26])=[CH:21][CH:20]=2)=[CH:12][CH:11]=1.[CH3:29][O:30][C:31]1[CH:36]=[CH:35][CH:34]=[CH:33][C:32]=1[CH2:37][C:38](O)=[O:39], predict the reaction product. The product is: [CH3:29][O:30][C:31]1[CH:36]=[CH:35][CH:34]=[CH:33][C:32]=1[CH2:37][C:38]([N:16]([C:13]1[CH:14]=[N:15][C:10]([O:9][CH3:8])=[CH:11][CH:12]=1)[CH2:17][CH2:18][C:19]1[CH:24]=[CH:23][C:22]([C:25]([F:28])([F:27])[F:26])=[CH:21][CH:20]=1)=[O:39]. (5) Given the reactants [F:1][C:2]([F:7])([F:6])[C:3]([OH:5])=[O:4].[F:8][C:9]([F:14])([F:13])[C:10]([OH:12])=[O:11].F[C:16](F)(F)[C:17](O)=[O:18].[CH3:22][C:23]1[CH:32]=[C:31]([CH2:33][O:34][C:35]2[CH:59]=[CH:58][C:38]([C:39]([NH:41][CH2:42][C:43]3([N:52]4[CH2:57][CH2:56][NH:55][CH2:54][CH2:53]4)[C:48](=[O:49])[NH:47][C:46](=[O:50])[NH:45][C:44]3=[O:51])=[O:40])=[CH:37][CH:36]=2)[C:30]2[C:25](=[CH:26][CH:27]=[CH:28][CH:29]=2)[N:24]=1.C(Cl)(=O)C, predict the reaction product. The product is: [F:1][C:2]([F:7])([F:6])[C:3]([OH:5])=[O:4].[F:8][C:9]([F:14])([F:13])[C:10]([OH:12])=[O:11].[C:17]([N:55]1[CH2:54][CH2:53][N:52]([C:43]2([CH2:42][NH:41][C:39](=[O:40])[C:38]3[CH:37]=[CH:36][C:35]([O:34][CH2:33][C:31]4[C:30]5[C:25](=[CH:26][CH:27]=[CH:28][CH:29]=5)[N:24]=[C:23]([CH3:22])[CH:32]=4)=[CH:59][CH:58]=3)[C:44](=[O:51])[NH:45][C:46](=[O:50])[NH:47][C:48]2=[O:49])[CH2:57][CH2:56]1)(=[O:18])[CH3:16]. (6) Given the reactants Cl[C:2]1[C:11]2[C:6](=[CH:7][C:8]([O:12][CH3:13])=[CH:9][CH:10]=2)[CH:5]=[C:4]([NH:14][C:15]2[CH:19]=[C:18]([CH3:20])[NH:17][N:16]=2)[N:3]=1.[CH2:21]([O:23][C:24]1[CH:29]=[CH:28][C:27](B(O)O)=[CH:26][CH:25]=1)[CH3:22], predict the reaction product. The product is: [CH2:21]([O:23][C:24]1[CH:29]=[CH:28][C:27]([C:2]2[C:11]3[C:6](=[CH:7][C:8]([O:12][CH3:13])=[CH:9][CH:10]=3)[CH:5]=[C:4]([NH:14][C:15]3[CH:19]=[C:18]([CH3:20])[NH:17][N:16]=3)[N:3]=2)=[CH:26][CH:25]=1)[CH3:22].